Task: Regression. Given a peptide amino acid sequence and an MHC pseudo amino acid sequence, predict their binding affinity value. This is MHC class II binding data.. Dataset: Peptide-MHC class II binding affinity with 134,281 pairs from IEDB (1) The peptide sequence is EKKYFPATQFEPLAA. The MHC is HLA-DPA10201-DPB11401 with pseudo-sequence HLA-DPA10201-DPB11401. The binding affinity (normalized) is 0.459. (2) The peptide sequence is RMAEAEMVIHHQHVQ. The MHC is DRB1_0901 with pseudo-sequence DRB1_0901. The binding affinity (normalized) is 0.480.